Dataset: Peptide-MHC class I binding affinity with 185,985 pairs from IEDB/IMGT. Task: Regression. Given a peptide amino acid sequence and an MHC pseudo amino acid sequence, predict their binding affinity value. This is MHC class I binding data. The peptide sequence is GTTSSVDEQIQ. The MHC is Mamu-B08 with pseudo-sequence Mamu-B08. The binding affinity (normalized) is 0.